Dataset: Forward reaction prediction with 1.9M reactions from USPTO patents (1976-2016). Task: Predict the product of the given reaction. Given the reactants [Cl:1][C:2]1[CH:7]=[C:6]([C:8]#[N:9])[CH:5]=[C:4]([O:10][C:11]2[C:16]([Cl:17])=[CH:15][CH:14]=[C:13]([CH3:18])[C:12]=2[F:19])[N:3]=1.C1C(=O)N([Br:27])C(=O)C1, predict the reaction product. The product is: [Br:27][CH2:18][C:13]1[C:12]([F:19])=[C:11]([O:10][C:4]2[CH:5]=[C:6]([C:8]#[N:9])[CH:7]=[C:2]([Cl:1])[N:3]=2)[C:16]([Cl:17])=[CH:15][CH:14]=1.